From a dataset of Experimentally validated miRNA-target interactions with 360,000+ pairs, plus equal number of negative samples. Binary Classification. Given a miRNA mature sequence and a target amino acid sequence, predict their likelihood of interaction. (1) The miRNA is hsa-miR-6793-3p with sequence UCCCCAACCCCUGCCCGCAG. The protein sequence of the target gene is MVSAKKVPAIALSAGVSFALLRFLCLAVCLNESPGQNQKEEKLCTENFTRILDSLLDGYDNRLRPGFGGPVTEVKTDIYVTSFGPVSDVEMEYTMDVFFRQTWIDKRLKYDGPIEILRLNNMMVTKVWTPDTFFRNGKKSVSHNMTAPNKLFRIMRNGTILYTMRLTISAECPMRLVDFPMDGHACPLKFGSYAYPKSEMIYTWTKGPEKSVEVPKESSSLVQYDLIGQTVSSETIKSITGEYIVMTVYFHLRRKMGYFMIQTYIPCIMTVILSQVSFWINKESVPARTVFGITTVLTMT.... Result: 0 (no interaction). (2) The protein sequence of the target gene is MTSSVRLAFLATLLLLLPLEAQIQQANSANVNQNVGQQDTGTLFTGTGTNLYYGVNLVPFGPEVGDQEVNPGLLTAGQTIDLHMYFPFYGGLYNYSTLSVNGYIGFATVLDQGPTLNVGPDMTDWPRHEDPAMIAPYLCKQQIPQNLNPGMRSGVFYRLMMRQSLFGRQTGSNMNMGQATYQSSFFGQSASKACPGTPDSYVRCDSQADYFLEEMQRWLIEGVAGAAAFRADAALVVTWYNTASAISGRSDIDSGQLATYQAIWLTDRTARLSYVILNYDRLGFDAADFRQNSRSGRCQA.... Result: 1 (interaction). The miRNA is cel-miR-791-3p with sequence UUUGGCACUCCGCAGAUAAGGCAA. (3) The miRNA is hsa-miR-3065-3p with sequence UCAGCACCAGGAUAUUGUUGGAG. The protein sequence of the target gene is MAAEQVEDYCISFVEMKFINNTLYFVAENDEDLESDHFGKLEPKLSIIRNLNDQVLFINQGNQPVFEDMPDSDCSDNAPQTIFIIYMYKDSLTRGLAVTISVQCKKMSTLSCENKIVSFKEMNPPDNIDNEESDIIFFQRSVPGHDDKIQFESSLYKGYFLACKKENDLFKLILKKQDDNRDKSVMFTVQNQN. Result: 0 (no interaction). (4) The miRNA is hsa-miR-6787-3p with sequence UCUCAGCUGCUGCCCUCUCCAG. The protein sequence of the target gene is MATSGDCPRSESQGEEPAECSEAGLLQEGVQPEEFVAIADYAATDETQLSFLRGEKILILRQTTADWWWGERAGCCGYIPANHVGKHVDEYDPEDTWQDEEYFGSYGTLKLHLEMLADQPRTTKYHSVILQNKESLTDKVILDVGCGTGIISLFCAHYARPRAVYAVEASEMAQHTGQLVLQNGFADIITVYQQKVEDVVLPEKVDVLVSEWMGTCLLFEFMIESILYARDAWLKEDGVIWPTMAALHLVPCSADKDYRSKVLFWDNAYEFNLSALKSLAVKEFFSKPKYNHILKPEDCL.... Result: 0 (no interaction). (5) The miRNA is mmu-miR-7036a-3p with sequence CCGUCCUCAUCCGCUCCUCCCAG. The protein sequence of the target gene is MADPDVLTEVPAALKRLAKYVIRGFYGIEHALALDILIRNSCVKEEDMLELLKFDRKQLRSVLNNLKGDKFIKCRMRVETAADGKTTRHNYYFINYRTLVNVVKYKLDHMRRRIETDERDSTNRASFKCPVCSSTFTDLEANQLFDPMTGTFRCTFCHTEVEEDESAMPKKDARTLLARFNEQIEPIYALLRETEDVNLAYEILEPEPTEIPALKQSKDHAATTAGAASLAGGHHREAWATKGPSYEDLYTQNVVINMDDQEDLHRASLEGKSAKERPIWLRESTVQGAYGSEDMKEGGI.... Result: 0 (no interaction).